Dataset: NCI-60 drug combinations with 297,098 pairs across 59 cell lines. Task: Regression. Given two drug SMILES strings and cell line genomic features, predict the synergy score measuring deviation from expected non-interaction effect. Drug 1: COC1=C(C=C2C(=C1)N=CN=C2NC3=CC(=C(C=C3)F)Cl)OCCCN4CCOCC4. Drug 2: C(CN)CNCCSP(=O)(O)O. Cell line: SF-268. Synergy scores: CSS=4.99, Synergy_ZIP=2.78, Synergy_Bliss=2.62, Synergy_Loewe=-2.73, Synergy_HSA=1.69.